This data is from Full USPTO retrosynthesis dataset with 1.9M reactions from patents (1976-2016). The task is: Predict the reactants needed to synthesize the given product. (1) Given the product [OH:7][N:8]1[C:9](=[O:18])[C:10]2=[CH:17][CH:16]=[CH:15][CH:14]=[C:11]2[C:12]1=[O:13], predict the reactants needed to synthesize it. The reactants are: C1([O:7][N:8]2[C:12](=[O:13])[C:11]3=[CH:14][CH:15]=[CH:16][CH:17]=[C:10]3[C:9]2=[O:18])CCCCC1.[Na].C(O)(=O)C1C(=CC=CC=1)C(O)=O.Cl.C1(=O)OC(=O)C2=CC=CC=C12. (2) Given the product [Cl:1][C:2]1[CH:26]=[CH:25][C:24]([Cl:27])=[CH:23][C:3]=1[O:4][C:5]1[C:10]([C:11]([N:13]([C:14]2[CH:19]=[C:18]([F:20])[CH:17]=[CH:16][C:15]=2[O:21][CH3:22])[CH3:28])=[O:12])=[CH:9][N:8]=[CH:7][CH:6]=1, predict the reactants needed to synthesize it. The reactants are: [Cl:1][C:2]1[CH:26]=[CH:25][C:24]([Cl:27])=[CH:23][C:3]=1[O:4][C:5]1[C:10]([C:11]([NH:13][C:14]2[CH:19]=[C:18]([F:20])[CH:17]=[CH:16][C:15]=2[O:21][CH3:22])=[O:12])=[CH:9][N:8]=[CH:7][CH:6]=1.[CH3:28]C(C)([O-])C.[K+].IC.C(O)(=O)CC(CC(O)=O)(C(O)=O)O. (3) Given the product [C:2]1([C:1]([N:19]2[C:18]3[CH:23]=[CH:24][CH:25]=[CH:26][C:17]=3[C:16]([C:10]3[CH:11]=[CH:12][CH:13]=[CH:14][CH:15]=3)=[N:22][CH2:21][CH2:20]2)=[O:8])[CH:7]=[CH:6][CH:5]=[CH:4][CH:3]=1, predict the reactants needed to synthesize it. The reactants are: [C:1](Cl)(=[O:8])[C:2]1[CH:7]=[CH:6][CH:5]=[CH:4][CH:3]=1.[C:10]1([C:16]2[C:17]3[CH:26]=[CH:25][CH:24]=[CH:23][C:18]=3[NH:19][CH2:20][CH2:21][N:22]=2)[CH:15]=[CH:14][CH:13]=[CH:12][CH:11]=1.C(N(CC)CC)C. (4) The reactants are: CS(O)(=O)=O.[CH:6]#[C:7][CH2:8][NH:9][C@H:10]1[C:14]2[CH:15]=[CH:16][CH:17]=[CH:18][C:13]=2[CH2:12][CH2:11]1.C1(C)C=CC=CC=1.[OH-].[Na+]. Given the product [CH:6]#[C:7][CH2:8][NH:9][C@H:10]1[C:14]2[CH:15]=[CH:16][CH:17]=[CH:18][C:13]=2[CH2:12][CH2:11]1, predict the reactants needed to synthesize it. (5) Given the product [CH3:16][N:17]([CH3:35])[C:18]1[CH:19]=[CH:20][C:21]([CH2:24][N:25]([C:26]2[CH:31]=[CH:30][C:29]([CH:32]([CH3:33])[CH3:34])=[CH:28][CH:27]=2)[C:13]([CH:8]2[C:9]3[C:4](=[C:3]([O:2][CH3:1])[CH:12]=[CH:11][CH:10]=3)[CH2:5][CH2:6][CH2:7]2)=[O:15])=[CH:22][CH:23]=1, predict the reactants needed to synthesize it. The reactants are: [CH3:1][O:2][C:3]1[CH:12]=[CH:11][CH:10]=[C:9]2[C:4]=1[CH2:5][CH2:6][CH2:7][CH:8]2[C:13]([OH:15])=O.[CH3:16][N:17]([CH3:35])[C:18]1[CH:23]=[CH:22][C:21]([CH2:24][NH:25][C:26]2[CH:31]=[CH:30][C:29]([CH:32]([CH3:34])[CH3:33])=[CH:28][CH:27]=2)=[CH:20][CH:19]=1. (6) Given the product [CH3:32][O:33][C:34]([CH:36]1[CH2:40][CH:39]([N:41]([C:20]2[S:21][C:17](=[CH:16][C:12]3[CH:11]=[C:10]4[C:15](=[CH:14][CH:13]=3)[N:7]([CH2:6][C:5]3[CH:26]=[CH:27][C:2]([Cl:1])=[CH:3][C:4]=3[C:28]([F:31])([F:29])[F:30])[N:8]=[CH:9]4)[C:18](=[O:25])[N:19]=2)[CH3:42])[CH2:38][N:37]1[C:43]([O:45][C:46]([CH3:49])([CH3:48])[CH3:47])=[O:44])=[O:35], predict the reactants needed to synthesize it. The reactants are: [Cl:1][C:2]1[CH:27]=[CH:26][C:5]([CH2:6][N:7]2[C:15]3[C:10](=[CH:11][C:12]([CH:16]=[C:17]4[S:21][C:20](SCC)=[N:19][C:18]4=[O:25])=[CH:13][CH:14]=3)[CH:9]=[N:8]2)=[C:4]([C:28]([F:31])([F:30])[F:29])[CH:3]=1.[CH3:32][O:33][C:34]([CH:36]1[CH2:40][CH:39]([NH:41][CH3:42])[CH2:38][N:37]1[C:43]([O:45][C:46]([CH3:49])([CH3:48])[CH3:47])=[O:44])=[O:35]. (7) Given the product [CH2:1]([O:8][C:9]1[C:17]([O:18][CH3:19])=[CH:16][C:12]([C:13]([N:28]2[CH2:29][CH2:30][CH2:31][C@H:27]2[C:26]([O:25][CH3:24])=[O:32])=[O:15])=[C:11]([N+:20]([O-:22])=[O:21])[CH:10]=1)[C:2]1[CH:3]=[CH:4][CH:5]=[CH:6][CH:7]=1, predict the reactants needed to synthesize it. The reactants are: [CH2:1]([O:8][C:9]1[C:17]([O:18][CH3:19])=[CH:16][C:12]([C:13]([OH:15])=O)=[C:11]([N+:20]([O-:22])=[O:21])[CH:10]=1)[C:2]1[CH:7]=[CH:6][CH:5]=[CH:4][CH:3]=1.Cl.[CH3:24][O:25][C:26](=[O:32])[C@@H:27]1[CH2:31][CH2:30][CH2:29][NH:28]1.C(Cl)CCl.CCN(C(C)C)C(C)C. (8) Given the product [CH2:1]([O:8][C:9](=[O:14])[NH:10][CH2:11][CH2:12][N:23]1[CH2:24][CH2:25][C:21]([C:26]2[CH:31]=[CH:30][CH:29]=[CH:28][CH:27]=2)([C:15]2[CH:20]=[CH:19][CH:18]=[CH:17][CH:16]=2)[CH2:22]1)[C:2]1[CH:7]=[CH:6][CH:5]=[CH:4][CH:3]=1, predict the reactants needed to synthesize it. The reactants are: [CH2:1]([O:8][C:9](=[O:14])[NH:10][CH2:11][CH2:12]Br)[C:2]1[CH:7]=[CH:6][CH:5]=[CH:4][CH:3]=1.[C:15]1([C:21]2([C:26]3[CH:31]=[CH:30][CH:29]=[CH:28][CH:27]=3)[CH2:25][CH2:24][NH:23][CH2:22]2)[CH:20]=[CH:19][CH:18]=[CH:17][CH:16]=1.CCN(C(C)C)C(C)C.